Dataset: Forward reaction prediction with 1.9M reactions from USPTO patents (1976-2016). Task: Predict the product of the given reaction. (1) Given the reactants C(OC([N:8]1[CH2:13][CH2:12][CH:11]([N:14]2[C:22]3[C:17](=[CH:18][C:19]([O:23][CH:24]([F:26])[F:25])=[CH:20][CH:21]=3)[C:16]([C:27]3[N:28]=[C:29]4[C:35]([C:36](=[O:42])[NH:37][C:38]([CH3:41])([CH3:40])[CH3:39])=[CH:34][N:33]([CH2:43][O:44][CH2:45][CH2:46][Si:47]([CH3:50])([CH3:49])[CH3:48])[C:30]4=[N:31][CH:32]=3)=[N:15]2)[CH2:10][CH2:9]1)=O)(C)(C)C.C([Cl:54])(=O)C, predict the reaction product. The product is: [ClH:54].[C:38]([NH:37][C:36]([C:35]1[C:29]2[C:30](=[N:31][CH:32]=[C:27]([C:16]3[C:17]4[C:22](=[CH:21][CH:20]=[C:19]([O:23][CH:24]([F:25])[F:26])[CH:18]=4)[N:14]([CH:11]4[CH2:10][CH2:9][NH:8][CH2:13][CH2:12]4)[N:15]=3)[N:28]=2)[N:33]([CH2:43][O:44][CH2:45][CH2:46][Si:47]([CH3:50])([CH3:49])[CH3:48])[CH:34]=1)=[O:42])([CH3:41])([CH3:40])[CH3:39]. (2) Given the reactants [NH2:1][C:2]1[CH:12]=[C:11]([F:13])[C:10]([Br:14])=[CH:9][C:3]=1[C:4]([NH:6][CH2:7][CH3:8])=[O:5].C1(C)C=CC=CC=1.[C:22](Cl)(Cl)=[O:23], predict the reaction product. The product is: [Br:14][C:10]1[CH:9]=[C:3]2[C:2](=[CH:12][C:11]=1[F:13])[NH:1][C:22](=[O:23])[N:6]([CH2:7][CH3:8])[C:4]2=[O:5].